This data is from Full USPTO retrosynthesis dataset with 1.9M reactions from patents (1976-2016). The task is: Predict the reactants needed to synthesize the given product. (1) Given the product [Cl:40][C:37]1[CH:38]=[CH:39][C:34]([CH:8]([C:5]2[CH:4]=[CH:3][C:2]([Cl:1])=[CH:7][CH:6]=2)[C:9]2[CH:10]=[C:11]3[C:16](=[CH:17][CH:18]=2)[NH:15][C:14](=[O:19])[CH:13]=[C:12]3[NH:20][CH:21]2[CH2:22][CH2:23][NH:24][CH2:25][CH2:26]2)=[CH:35][CH:36]=1, predict the reactants needed to synthesize it. The reactants are: [Cl:1][C:2]1[CH:7]=[CH:6][C:5]([CH:8]([C:34]2[CH:39]=[CH:38][C:37]([Cl:40])=[CH:36][CH:35]=2)[C:9]2[CH:10]=[C:11]3[C:16](=[CH:17][CH:18]=2)[NH:15][C:14](=[O:19])[CH:13]=[C:12]3[NH:20][CH:21]2[CH2:26][CH2:25][N:24](S(C(F)(F)F)(=O)=O)[CH2:23][CH2:22]2)=[CH:4][CH:3]=1.[H-].[H-].[H-].[H-].[Li+].[Al+3].[OH-].[Na+].[O-]S([O-])(=O)=O.[Na+].[Na+]. (2) Given the product [F:1][C:2]1[CH:7]=[CH:6][C:5]([S:8][CH2:11][CH2:12][CH2:13][C:14]([OH:16])=[O:15])=[CH:4][CH:3]=1, predict the reactants needed to synthesize it. The reactants are: [F:1][C:2]1[CH:7]=[CH:6][C:5]([SH:8])=[CH:4][CH:3]=1.C([CH2:11][CH2:12][CH2:13][C:14]([OH:16])=[O:15])C.